From a dataset of Retrosynthesis with 50K atom-mapped reactions and 10 reaction types from USPTO. Predict the reactants needed to synthesize the given product. (1) Given the product CCOC(=O)Cc1cc(/C=C2\CN(C(c3ccccc3)(c3ccccc3)c3ccccc3)CCC2O)nn1C(=O)OC(C)(C)C, predict the reactants needed to synthesize it. The reactants are: CCOC(=O)Cc1cc(/C=C2\CN(C(c3ccccc3)(c3ccccc3)c3ccccc3)CCC2=O)nn1C(=O)OC(C)(C)C. (2) Given the product CN(C)C(=O)c1cccc(Oc2ccc(Cl)cc2[N+](=O)[O-])c1, predict the reactants needed to synthesize it. The reactants are: CNC.O=C(Cl)c1cccc(Oc2ccc(Cl)cc2[N+](=O)[O-])c1. (3) Given the product CCCOc1ccc([N+](=O)[O-])cc1CO, predict the reactants needed to synthesize it. The reactants are: CCCOc1ccc([N+](=O)[O-])cc1C=O. (4) Given the product C/C(=N/Nc1ccc2c(n1)NC1C2=CC=CC1C)c1cccnc1, predict the reactants needed to synthesize it. The reactants are: CC(=O)c1cccnc1.CC1C=CC=C2c3ccc(NN)nc3NC21.